Dataset: Catalyst prediction with 721,799 reactions and 888 catalyst types from USPTO. Task: Predict which catalyst facilitates the given reaction. (1) The catalyst class is: 24. Product: [CH3:1][S:2]([C:3]1[CH:8]=[CH:7][C:6]([C:9]2[NH:10][C:11]3[CH:12]=[CH:13][CH:14]=[C:15]4[C:21](=[O:22])[NH:20][CH2:19][CH2:18][C:17]=2[C:16]=34)=[CH:5][CH:4]=1)=[O:26]. Reactant: [CH3:1][S:2][C:3]1[CH:8]=[CH:7][C:6]([C:9]2[NH:10][C:11]3[CH:12]=[CH:13][CH:14]=[C:15]4[C:21](=[O:22])[NH:20][CH2:19][CH2:18][C:17]=2[C:16]=34)=[CH:5][CH:4]=1.C(Cl)Cl.[OH:26]OS([O-])=O.[K+]. (2) Reactant: Br[CH2:2][C:3]([O:5][CH2:6][CH3:7])=[O:4].P([O-])([O-])([O-])=O.[K+].[K+].[K+].[C:16]([C:19]1[CH:24]=[CH:23][C:22](B(O)O)=[CH:21][CH:20]=1)(=[O:18])[CH3:17].C1COCC1. Product: [C:16]([C:19]1[CH:24]=[CH:23][C:22]([CH2:2][C:3]([O:5][CH2:6][CH3:7])=[O:4])=[CH:21][CH:20]=1)(=[O:18])[CH3:17]. The catalyst class is: 25. (3) Reactant: [CH3:1][NH:2][CH2:3][CH2:4][CH2:5][C:6]([OH:8])=[O:7].[C:17](O[C:17]([O:19][C:20]([CH3:23])([CH3:22])[CH3:21])=[O:18])([O:19][C:20]([CH3:23])([CH3:22])[CH3:21])=[O:18].[OH-].[K+]. Product: [C:20]([O:19][C:17]([N:2]([CH2:3][CH2:4][CH2:5][C:6]([OH:8])=[O:7])[CH3:1])=[O:18])([CH3:21])([CH3:22])[CH3:23]. The catalyst class is: 12. (4) Reactant: C([O:3][C:4](=[O:29])[CH2:5][C:6]1[C:7]([CH3:28])=[C:8]([S:17][C:18]2[CH:23]=[CH:22][C:21]([S:24]([CH3:27])(=[O:26])=[O:25])=[CH:20][CH:19]=2)[N:9]2[C:14]=1[CH:13]=[C:12]([C:15]#[N:16])[CH:11]=[CH:10]2)C.[OH-].[Li+].Cl. Product: [C:15]([C:12]1[CH:11]=[CH:10][N:9]2[C:14]([CH:13]=1)=[C:6]([CH2:5][C:4]([OH:29])=[O:3])[C:7]([CH3:28])=[C:8]2[S:17][C:18]1[CH:19]=[CH:20][C:21]([S:24]([CH3:27])(=[O:25])=[O:26])=[CH:22][CH:23]=1)#[N:16]. The catalyst class is: 7. (5) Product: [Cl:1][C:2]1[NH:10][C:9]2[C:8](=[O:14])[NH:7][C:6](=[O:15])[N:5]([CH2:16][C:17]#[N:18])[C:4]=2[N:3]=1. Reactant: [Cl:1][C:2]1[N:10](CC=C)[C:9]2[C:8](=[O:14])[NH:7][C:6](=[O:15])[N:5]([CH2:16][C:17]#[N:18])[C:4]=2[N:3]=1.N1CCOCC1.Cl.C(Cl)(Cl)Cl. The catalyst class is: 176. (6) Reactant: ClC([O:4][CH2:5]C(CC)CCCC)=O.[C:13]([NH:16][C:17]1[S:18][C:19]([C:23]2[N:24]=[C:25]([NH:28][C:29]3[CH:30]=[C:31]([C:35](=[N:37][OH:38])O)[CH:32]=[CH:33][CH:34]=3)[S:26][CH:27]=2)=[C:20]([CH3:22])[N:21]=1)(=[O:15])[CH3:14].[N:39]1C=CC=CC=1. Product: [OH:4][C:5]1[O:38][N:37]=[C:35]([C:31]2[CH:30]=[C:29]([NH:28][C:25]3[S:26][CH:27]=[C:23]([C:19]4[S:18][C:17]([NH:16][C:13](=[O:15])[CH3:14])=[N:21][C:20]=4[CH3:22])[N:24]=3)[CH:34]=[CH:33][CH:32]=2)[N:39]=1. The catalyst class is: 18. (7) The catalyst class is: 3. Product: [C:1]([C:4]([CH3:45])([CH3:44])[CH2:5][O:6][C:7]([N:9]1[CH2:13][C@@H:12]([N:14]([CH2:27][C:28]2[CH:29]=[C:30]([C:38]([F:41])([F:39])[F:40])[CH:31]=[C:32]([C:34]([F:36])([F:35])[F:37])[CH:33]=2)[C:15]2[N:20]=[CH:19][C:18]([C:21]3[CH:22]=[N:23][N:24]([CH3:26])[CH:25]=3)=[CH:17][N:16]=2)[CH2:11][C@H:10]1[CH2:42][CH3:43])=[O:8])(=[O:2])[NH2:53]. Reactant: [C:1]([C:4]([CH3:45])([CH3:44])[CH2:5][O:6][C:7]([N:9]1[CH2:13][C@@H:12]([N:14]([CH2:27][C:28]2[CH:33]=[C:32]([C:34]([F:37])([F:36])[F:35])[CH:31]=[C:30]([C:38]([F:41])([F:40])[F:39])[CH:29]=2)[C:15]2[N:20]=[CH:19][C:18]([C:21]3[CH:22]=[N:23][N:24]([CH3:26])[CH:25]=3)=[CH:17][N:16]=2)[CH2:11][C@H:10]1[CH2:42][CH3:43])=[O:8])(O)=[O:2].[Cl-].[NH4+].Cl.C1C=[N:53]C2N(O)N=NC=2C=1.C(N(CC)CC)C. (8) Reactant: [C:1]1([N:7]2[C:12](=O)C3SC=C(C4C=CC=CC=4)C=3N=C2)[CH:6]=[CH:5][CH:4]=[CH:3][CH:2]=1.[NH2:23][C:24]1[C:28]([C:29]2[CH:34]=[CH:33][CH:32]=[CH:31][C:30]=2[F:35])=[CH:27][S:26][C:25]=1[C:36]([O:38]C)=O.C(OCC)(OCC)[O:41]CC.NC1C=CC(O)=CC=1. Product: [F:35][C:30]1[CH:31]=[CH:32][CH:33]=[CH:34][C:29]=1[C:28]1[C:24]2[N:23]=[CH:12][N:7]([C:1]3[CH:6]=[CH:5][C:4]([OH:41])=[CH:3][CH:2]=3)[C:36](=[O:38])[C:25]=2[S:26][CH:27]=1. The catalyst class is: 15.